The task is: Predict the product of the given reaction.. This data is from Forward reaction prediction with 1.9M reactions from USPTO patents (1976-2016). (1) Given the reactants Cl.[Cl:2][C:3]1[CH:4]=[N:5][N:6]([C:8]2[CH:22]=[CH:21][C:11]([O:12][CH2:13][CH:14]3[CH:19]([NH2:20])[CH2:18][CH2:17][O:16][CH2:15]3)=[CH:10][CH:9]=2)[CH:7]=1.C1CCN2C(=NCCC2)CC1.[CH3:34][N:35]([CH3:40])[S:36](Cl)(=[O:38])=[O:37], predict the reaction product. The product is: [Cl:2][C:3]1[CH:4]=[N:5][N:6]([C:8]2[CH:22]=[CH:21][C:11]([O:12][CH2:13][CH:14]3[CH:19]([NH:20][S:36]([N:35]([CH3:40])[CH3:34])(=[O:38])=[O:37])[CH2:18][CH2:17][O:16][CH2:15]3)=[CH:10][CH:9]=2)[CH:7]=1. (2) Given the reactants [CH2:1](N(CCCC)CCCC)CCC.CS(C)=O.O.[NH2:19][C:20]1[N:25]=[C:24]([CH:26]2[CH2:28][CH2:27]2)[N:23]=[C:22]([C:29]([OH:31])=[O:30])[C:21]=1[Cl:32].BrC, predict the reaction product. The product is: [NH2:19][C:20]1[N:25]=[C:24]([CH:26]2[CH2:28][CH2:27]2)[N:23]=[C:22]([C:29]([O:31][CH3:1])=[O:30])[C:21]=1[Cl:32]. (3) Given the reactants [CH3:1][NH:2][C:3]([C:5]1[N:6]=[N:7][C:8]([NH:24][C:25]2[CH:30]=[CH:29][CH:28]=[CH:27][N:26]=2)=[CH:9][C:10]=1[NH:11][C:12]1[C:13]([S:22][CH3:23])=[C:14]([CH:19]=[CH:20][CH:21]=1)[C:15]([O:17]C)=[O:16])=[O:4].C1COCC1.[OH-].[Li+].Cl, predict the reaction product. The product is: [CH3:1][NH:2][C:3]([C:5]1[N:6]=[N:7][C:8]([NH:24][C:25]2[CH:30]=[CH:29][CH:28]=[CH:27][N:26]=2)=[CH:9][C:10]=1[NH:11][C:12]1[C:13]([S:22][CH3:23])=[C:14]([CH:19]=[CH:20][CH:21]=1)[C:15]([OH:17])=[O:16])=[O:4]. (4) Given the reactants [Cl:1][C:2]1[CH:3]=[C:4]([CH:22]=[C:23]([O:25][CH3:26])[CH:24]=1)[C:5]([NH:7][CH2:8][C:9]1[CH:19]=[CH:18][C:17]([C:20]#[N:21])=[CH:16][C:10]=1[O:11][CH2:12][C:13](O)=[O:14])=[O:6].Cl.[CH3:28][O:29][C:30](=[O:33])[CH2:31][NH2:32], predict the reaction product. The product is: [CH3:28][O:29][C:30](=[O:33])[CH2:31][NH:32][C:13](=[O:14])[CH2:12][O:11][C:10]1[CH:16]=[C:17]([C:20]#[N:21])[CH:18]=[CH:19][C:9]=1[CH2:8][NH:7][C:5](=[O:6])[C:4]1[CH:22]=[C:23]([O:25][CH3:26])[CH:24]=[C:2]([Cl:1])[CH:3]=1. (5) Given the reactants [C:1]([NH:4][CH2:5][CH:6]([NH:19][C:20](=[O:26])[O:21][C:22]([CH3:25])([CH3:24])[CH3:23])[CH2:7][NH:8]C(=O)OCC1C=CC=CC=1)(=[O:3])[CH3:2], predict the reaction product. The product is: [C:1]([NH:4][CH2:5][CH:6]([NH:19][C:20](=[O:26])[O:21][C:22]([CH3:25])([CH3:24])[CH3:23])[CH2:7][NH2:8])(=[O:3])[CH3:2]. (6) Given the reactants [NH2:1][C:2]1[CH:7]=[C:6]([CH2:8][N:9]([C:16]([O:18][CH2:19][C:20]2[CH:25]=[CH:24][CH:23]=[CH:22][CH:21]=2)=[O:17])[C@H:10]([C:12]([CH3:15])([CH3:14])[CH3:13])[CH3:11])[CH:5]=[CH:4][C:3]=1[NH:26][CH2:27][C@@H:28]1[CH2:32][CH2:31][CH2:30][N:29]1[C:33]([O:35][C:36]([CH3:39])([CH3:38])[CH3:37])=[O:34].[N:40]#[C:41]Br, predict the reaction product. The product is: [CH2:19]([O:18][C:16]([N:9]([CH2:8][C:6]1[CH:5]=[CH:4][C:3]2[N:26]([CH2:27][C@@H:28]3[CH2:32][CH2:31][CH2:30][N:29]3[C:33]([O:35][C:36]([CH3:38])([CH3:37])[CH3:39])=[O:34])[C:41](=[NH:40])[NH:1][C:2]=2[CH:7]=1)[C@H:10]([C:12]([CH3:13])([CH3:14])[CH3:15])[CH3:11])=[O:17])[C:20]1[CH:25]=[CH:24][CH:23]=[CH:22][CH:21]=1. (7) Given the reactants [CH3:1][C:2]1[N:6]([CH:7]([CH3:9])[CH3:8])[C:5]([C:10]2[CH:15]=[CH:14][N:13]=[C:12]([NH:16][CH:17]3[CH2:22][CH2:21][N:20](S(CCCN4CCCC4)(=O)=O)[CH2:19][CH2:18]3)[N:11]=2)=[CH:4][N:3]=1.[CH2:34](N1CCC(N)CC1)[CH2:35][CH3:36], predict the reaction product. The product is: [CH3:1][C:2]1[N:6]([CH:7]([CH3:8])[CH3:9])[C:5]([C:10]2[CH:15]=[CH:14][N:13]=[C:12]([NH:16][CH:17]3[CH2:18][CH2:19][N:20]([CH2:34][CH2:35][CH3:36])[CH2:21][CH2:22]3)[N:11]=2)=[CH:4][N:3]=1.